This data is from Full USPTO retrosynthesis dataset with 1.9M reactions from patents (1976-2016). The task is: Predict the reactants needed to synthesize the given product. (1) The reactants are: FC(F)(F)C(O)=O.[CH2:8]([C:12]1[CH:28]=[CH:27][C:15]([CH2:16][C:17]2[C:22]([O:23]COC)=[CH:21][CH:20]=[CH:19][N:18]=2)=[CH:14][CH:13]=1)[CH2:9][CH2:10][CH3:11].C(=O)([O-])O.[Na+].C(OCC)(=O)C. Given the product [CH2:8]([C:12]1[CH:28]=[CH:27][C:15]([CH2:16][C:17]2[C:22]([OH:23])=[CH:21][CH:20]=[CH:19][N:18]=2)=[CH:14][CH:13]=1)[CH2:9][CH2:10][CH3:11], predict the reactants needed to synthesize it. (2) The reactants are: FC(F)(F)C(O)=O.C(OC([N:15]1[CH2:20][CH2:19][CH:18]([C:21]2[CH:26]=[C:25]([F:27])[C:24]([O:28][CH2:29][C:30]3[CH:35]=[CH:34][CH:33]=[CH:32][CH:31]=3)=[CH:23][C:22]=2[O:36][CH2:37][C:38]2[CH:43]=[CH:42][CH:41]=[CH:40][CH:39]=2)[CH2:17][CH2:16]1)=O)(C)(C)C.O. Given the product [CH2:37]([O:36][C:22]1[CH:23]=[C:24]([O:28][CH2:29][C:30]2[CH:31]=[CH:32][CH:33]=[CH:34][CH:35]=2)[C:25]([F:27])=[CH:26][C:21]=1[CH:18]1[CH2:17][CH2:16][NH:15][CH2:20][CH2:19]1)[C:38]1[CH:43]=[CH:42][CH:41]=[CH:40][CH:39]=1, predict the reactants needed to synthesize it. (3) The reactants are: Br[C:2]1[CH:3]=[C:4]([CH3:24])[C:5]([N:8]2[CH2:13][CH2:12][N:11]([C:14]([C:16]3[CH:17]=[N:18][C:19]([F:23])=[CH:20][C:21]=3[CH3:22])=[O:15])[CH2:10][CH2:9]2)=[N:6][CH:7]=1.P([O-])([O-])([O-])=O.[K+].[K+].[K+].[CH:33]1(B(O)O)[CH2:35][CH2:34]1. Given the product [CH:33]1([C:2]2[CH:3]=[C:4]([CH3:24])[C:5]([N:8]3[CH2:13][CH2:12][N:11]([C:14]([C:16]4[CH:17]=[N:18][C:19]([F:23])=[CH:20][C:21]=4[CH3:22])=[O:15])[CH2:10][CH2:9]3)=[N:6][CH:7]=2)[CH2:35][CH2:34]1, predict the reactants needed to synthesize it. (4) Given the product [CH3:21][C@@H:20]1[CH2:19][CH2:18][CH2:17][N:16]([C:22]([C:24]2[CH:25]=[C:26]([CH:29]=[CH:30][C:31]=2[C:32]2[N:33]=[CH:34][CH:35]=[CH:36][N:37]=2)[C:27]#[N:28])=[O:23])[C@@H:15]1[CH2:14][NH:13][C:39]1[N:44]=[CH:43][C:42]([C:45]([F:48])([F:47])[F:46])=[CH:41][N:40]=1, predict the reactants needed to synthesize it. The reactants are: C(C1C=CC(I)=C(C=1)C(O)=O)#N.[NH2:13][CH2:14][C@@H:15]1[C@H:20]([CH3:21])[CH2:19][CH2:18][CH2:17][N:16]1[C:22]([C:24]1[CH:25]=[C:26]([CH:29]=[CH:30][C:31]=1[C:32]1[N:37]=[CH:36][CH:35]=[CH:34][N:33]=1)[C:27]#[N:28])=[O:23].Cl[C:39]1[N:44]=[CH:43][C:42]([C:45]([F:48])([F:47])[F:46])=[CH:41][N:40]=1. (5) Given the product [OH:1][C:2]([C:8]1[O:12][C:11]2[C:13](=[O:23])[C:14]3[C:19]([C:20](=[O:21])[C:10]=2[CH:9]=1)=[CH:18][CH:17]=[CH:16][CH:15]=3)=[CH:3][S:4]([CH3:7])(=[O:6])=[O:5], predict the reactants needed to synthesize it. The reactants are: [OH:1][CH:2]([C:8]1[O:12][C:11]2[C:13]([O:23]C)=[C:14]3[C:19](=[C:20]([O:21]C)[C:10]=2[CH:9]=1)[CH:18]=[CH:17][CH:16]=[CH:15]3)[CH2:3][S:4]([CH3:7])(=[O:6])=[O:5].[N+]([O-])([O-])=O.[NH4+].[Ce].[K]. (6) Given the product [ClH:37].[F:1][C:2]1[CH:3]=[C:4]2[C:17](=[C:18]([F:20])[CH:19]=1)[C:16]1[C:7](=[C:8]3[C:13](=[CH:14][CH:15]=1)[CH:12]=[C:11]([OH:21])[CH:10]=[CH:9]3)[CH:6]([C:22]1[CH:23]=[CH:24][C:25]([O:28][CH2:29][CH2:30][N:31]3[CH2:32][CH2:33][CH2:34][CH2:35][CH2:36]3)=[CH:26][CH:27]=1)[O:5]2, predict the reactants needed to synthesize it. The reactants are: [F:1][C:2]1[CH:3]=[C:4]2[C:17](=[C:18]([F:20])[CH:19]=1)[C:16]1[C:7](=[C:8]3[C:13](=[CH:14][CH:15]=1)[CH:12]=[C:11]([OH:21])[CH:10]=[CH:9]3)[CH:6]([C:22]1[CH:27]=[CH:26][C:25]([O:28][CH2:29][CH2:30][N:31]3[CH2:36][CH2:35][CH2:34][CH2:33][CH2:32]3)=[CH:24][CH:23]=1)[O:5]2.[ClH:37]. (7) Given the product [NH2:1][C:2]1[S:3][C:4]2[C:9]([NH:10][C@H:11]([CH3:14])[CH2:12][OH:13])=[N:8][C:7]([S:15][CH2:19][C:20]3[N:21]=[C:22]([CH3:25])[S:23][CH:24]=3)=[N:6][C:5]=2[N:16]=1, predict the reactants needed to synthesize it. The reactants are: [NH2:1][C:2]1[S:3][C:4]2[C:9]([NH:10][C@H:11]([CH3:14])[CH2:12][OH:13])=[N:8][C:7]([SH:15])=[N:6][C:5]=2[N:16]=1.Cl.Cl[CH2:19][C:20]1[N:21]=[C:22]([CH3:25])[S:23][CH:24]=1.CCN(C(C)C)C(C)C.